Dataset: Forward reaction prediction with 1.9M reactions from USPTO patents (1976-2016). Task: Predict the product of the given reaction. (1) Given the reactants [N:1]1([CH2:6][CH2:7][CH2:8][CH2:9][CH2:10][CH2:11][NH2:12])[CH2:5][CH2:4][CH2:3][CH2:2]1.[C:13]([C:15]1[C:23]2[C:18](=[CH:19][CH:20]=[C:21]([CH2:24][CH2:25][NH:26][C:27](=[O:41])[C:28]3[CH:33]=[CH:32][C:31]([C:34]4[CH:39]=[CH:38][N:37]=[C:36](Cl)[N:35]=4)=[CH:30][CH:29]=3)[CH:22]=2)[NH:17][CH:16]=1)#[N:14], predict the reaction product. The product is: [C:13]([C:15]1[C:23]2[C:18](=[CH:19][CH:20]=[C:21]([CH2:24][CH2:25][NH:26][C:27](=[O:41])[C:28]3[CH:33]=[CH:32][C:31]([C:34]4[CH:39]=[CH:38][N:37]=[C:36]([NH:12][CH2:11][CH2:10][CH2:9][CH2:8][CH2:7][CH2:6][N:1]5[CH2:5][CH2:4][CH2:3][CH2:2]5)[N:35]=4)=[CH:30][CH:29]=3)[CH:22]=2)[NH:17][CH:16]=1)#[N:14]. (2) Given the reactants [CH3:1][CH:2]([C:4]1[CH:9]=[C:8]([N:10]2[CH2:14][CH2:13][CH2:12][CH2:11]2)[CH:7]=[CH:6][C:5]=1[CH2:15][N:16]1[CH2:21][CH2:20][N:19](C(OC(C)(C)C)=O)[CH2:18][CH2:17]1)[CH3:3].CN1CCOCC1.I[Si](C)(C)C, predict the reaction product. The product is: [CH3:3][CH:2]([C:4]1[CH:9]=[C:8]([N:10]2[CH2:14][CH2:13][CH2:12][CH2:11]2)[CH:7]=[CH:6][C:5]=1[CH2:15][N:16]1[CH2:17][CH2:18][NH:19][CH2:20][CH2:21]1)[CH3:1]. (3) Given the reactants [NH2:1][C:2]1[N:7]=[C:6]([C:8]2[O:9][CH:10]=[CH:11][CH:12]=2)[C:5]([C:13]#[N:14])=[C:4]([O:15][CH2:16][C:17]2[CH:22]=[CH:21][C:20]([CH3:23])=[CH:19][N:18]=2)[N:3]=1.[Br:24]N1C(=O)CCC1=O, predict the reaction product. The product is: [NH2:1][C:2]1[N:7]=[C:6]([C:8]2[O:9][C:10]([Br:24])=[CH:11][CH:12]=2)[C:5]([C:13]#[N:14])=[C:4]([O:15][CH2:16][C:17]2[N:18]=[CH:19][C:20](=[CH2:23])[CH2:21][CH:22]=2)[N:3]=1. (4) Given the reactants [CH:1]([C:4]1[C:5]2[CH:6]=[C:7]3[CH:17]([CH2:18][C:19]([O:21][CH3:22])=[O:20])[CH2:16][CH2:15][N:8]3[C:9]=2[CH:10]=[C:11]([O:13]C)[CH:12]=1)([CH3:3])[CH3:2].B(Br)(Br)Br.CO.C([O-])(O)=O.[Na+], predict the reaction product. The product is: [OH:13][C:11]1[CH:12]=[C:4]([CH:1]([CH3:3])[CH3:2])[C:5]2[CH:6]=[C:7]3[CH:17]([CH2:18][C:19]([O:21][CH3:22])=[O:20])[CH2:16][CH2:15][N:8]3[C:9]=2[CH:10]=1. (5) Given the reactants [C:1]([NH:11][C@H:12]([C:16]([O:18][CH2:19][CH2:20][OH:21])=[O:17])[CH:13]([CH3:15])[CH3:14])([O:3][CH2:4][C:5]1[CH:10]=[CH:9][CH:8]=[CH:7][CH:6]=1)=[O:2].Cl[C:23]([O:25][CH2:26][Cl:27])=[O:24], predict the reaction product. The product is: [C:23](=[O:24])([O:25][CH2:26][Cl:27])[O:21][CH2:20][CH2:19][O:18][C:16](=[O:17])[C@H:12]([CH:13]([CH3:15])[CH3:14])[NH:11][C:1]([O:3][CH2:4][C:5]1[CH:10]=[CH:9][CH:8]=[CH:7][CH:6]=1)=[O:2]. (6) Given the reactants [N:1]1([CH2:6][CH:7]([OH:10])[CH2:8][OH:9])[CH2:5][CH2:4][CH2:3][CH2:2]1.CS(O[CH2:16][CH2:17][CH2:18][CH2:19][CH2:20][CH2:21][CH2:22][CH2:23]/[CH:24]=[CH:25]\[CH2:26]/[CH:27]=[CH:28]\[CH2:29][CH2:30][CH2:31][CH2:32][CH3:33])(=O)=O.[H-].[Na+], predict the reaction product. The product is: [CH2:16]([O:9][CH2:8][CH:7]([OH:10])[CH2:6][N:1]1[CH2:5][CH2:4][CH2:3][CH2:2]1)[CH2:17][CH2:18][CH2:19][CH2:20][CH2:21][CH2:22][CH2:23]/[CH:24]=[CH:25]\[CH2:26]/[CH:27]=[CH:28]\[CH2:29][CH2:30][CH2:31][CH2:32][CH3:33].